Predict the reactants needed to synthesize the given product. From a dataset of Full USPTO retrosynthesis dataset with 1.9M reactions from patents (1976-2016). (1) Given the product [C:1]([O:9][CH2:10][C@@H:11]1[S:15][C@H:14]([N:16]2[CH:31]=[CH:30][C:20]([NH:21][C:22](=[O:29])[C:23]3[CH:28]=[CH:27][CH:26]=[CH:25][CH:24]=3)=[N:19][C:17]2=[O:18])[CH2:13][O:12]1)(=[O:8])[C:2]1[CH:7]=[CH:6][CH:5]=[CH:4][CH:3]=1, predict the reactants needed to synthesize it. The reactants are: [C:1]([O:9][CH2:10][C@@H:11]1[S:15][CH:14]([N:16]2[CH:31]=[CH:30][C:20]([NH:21][C:22](=[O:29])[C:23]3[CH:28]=[CH:27][CH:26]=[CH:25][CH:24]=3)=[N:19][C:17]2=[O:18])[CH2:13][O:12]1)(=[O:8])[C:2]1[CH:7]=[CH:6][CH:5]=[CH:4][CH:3]=1. (2) Given the product [C:1]([O:5][C:6](=[O:29])[NH:7][C@@H:8]([C:12]1[CH:17]=[C:16]([C:18]2[N:22]([CH:23]([F:25])[F:24])[N:21]=[CH:20][C:19]=2[NH2:26])[CH:15]=[CH:14][N:13]=1)[CH2:9][CH:10]=[CH2:11])([CH3:2])([CH3:3])[CH3:4], predict the reactants needed to synthesize it. The reactants are: [C:1]([O:5][C:6](=[O:29])[NH:7][C@@H:8]([C:12]1[CH:17]=[C:16]([C:18]2[N:22]([CH:23]([F:25])[F:24])[N:21]=[CH:20][C:19]=2[N+:26]([O-])=O)[CH:15]=[CH:14][N:13]=1)[CH2:9][CH:10]=[CH2:11])([CH3:4])([CH3:3])[CH3:2]. (3) Given the product [C:6]1([N:12]2[CH:16]=[C:15]([C:17]3[CH:22]=[CH:21][CH:20]=[CH:19][CH:18]=3)[N:14]=[C:13]2[CH2:24][C:25]([N:27]2[CH2:28][CH2:29][N:30]([C:33]3[N:34]=[CH:35][CH:36]=[CH:37][N:38]=3)[CH2:31][CH2:32]2)=[O:26])[CH:11]=[CH:10][CH:9]=[CH:8][CH:7]=1, predict the reactants needed to synthesize it. The reactants are: C([Li])CCC.[C:6]1([N:12]2[CH:16]=[C:15]([C:17]3[CH:22]=[CH:21][CH:20]=[CH:19][CH:18]=3)[N:14]=[CH:13]2)[CH:11]=[CH:10][CH:9]=[CH:8][CH:7]=1.Br[CH2:24][C:25]([N:27]1[CH2:32][CH2:31][N:30]([C:33]2[N:38]=[CH:37][CH:36]=[CH:35][N:34]=2)[CH2:29][CH2:28]1)=[O:26].[Cl-].[NH4+].[Na]. (4) Given the product [N:1]1([C:7]([C:9]2[C:13]([NH:14][C:15]([C:17]3[C:22]([NH:23][C:24]4[CH:25]=[N:26][CH:27]=[N:28][CH:29]=4)=[CH:21][CH:20]=[C:19]([CH:30]4[CH2:32][CH2:31]4)[N:18]=3)=[O:16])=[CH:12][N:11]([CH3:33])[N:10]=2)=[O:6])[CH2:4][CH2:3][CH2:2]1, predict the reactants needed to synthesize it. The reactants are: [NH:1]1[CH2:4][CH2:3][CH2:2]1.C[O:6][C:7]([C:9]1[C:13]([NH:14][C:15]([C:17]2[C:22]([NH:23][C:24]3[CH:25]=[N:26][CH:27]=[N:28][CH:29]=3)=[CH:21][CH:20]=[C:19]([CH:30]3[CH2:32][CH2:31]3)[N:18]=2)=[O:16])=[CH:12][N:11]([CH3:33])[N:10]=1)=O. (5) Given the product [CH3:16][C:6]1[C:5]([S:2]([C:17]2[CH:22]=[CH:21][CH:20]=[CH:19][CH:18]=2)(=[O:4])=[O:3])=[C:9]([CH3:10])[NH:8][C:7]=1[C:11]([O:13][CH2:14][CH3:15])=[O:12], predict the reactants needed to synthesize it. The reactants are: Cl[S:2]([C:5]1[C:6]([CH3:16])=[C:7]([C:11]([O:13][CH2:14][CH3:15])=[O:12])[NH:8][C:9]=1[CH3:10])(=[O:4])=[O:3].[CH:17]1[CH:22]=[CH:21][CH:20]=[CH:19][CH:18]=1.[Cl-].[In+3].[Cl-].[Cl-].FC(S(O)(=O)=O)(F)F. (6) Given the product [Cl:29][CH2:30][CH2:31][CH2:32][CH2:33][CH:10]([C:7]1[CH:8]=[CH:9][C:4]([O:3][CH2:1][CH3:2])=[CH:5][CH:6]=1)[C:11]([OH:13])=[O:12], predict the reactants needed to synthesize it. The reactants are: [CH2:1]([O:3][C:4]1[CH:9]=[CH:8][C:7]([CH2:10][C:11]([OH:13])=[O:12])=[CH:6][CH:5]=1)[CH3:2].C[Si]([N-][Si](C)(C)C)(C)C.[Na+].C1COCC1.[Cl:29][CH2:30][CH2:31][CH2:32][CH2:33]I. (7) Given the product [Br:21][C:20]([Br:24])=[CH:40][C:33]1[CH:34]=[C:35]2[C:30](=[CH:31][CH:32]=1)[CH2:29][N:28]([CH:25]1[CH2:26][CH2:27]1)[CH2:37][C:36]2([CH3:39])[CH3:38], predict the reactants needed to synthesize it. The reactants are: C1(P(C2C=CC=CC=2)C2C=CC=CC=2)C=CC=CC=1.[C:20]([Br:24])(Br)(Br)[Br:21].[CH:25]1([N:28]2[CH2:37][C:36]([CH3:39])([CH3:38])[C:35]3[C:30](=[CH:31][CH:32]=[C:33]([CH:40]=O)[CH:34]=3)[CH2:29]2)[CH2:27][CH2:26]1.C(OCC)(=O)C.